This data is from Forward reaction prediction with 1.9M reactions from USPTO patents (1976-2016). The task is: Predict the product of the given reaction. (1) Given the reactants [Cl:1][C:2]1[N:7]=[C:6]([C:8]2([CH:12]3[C:21]4[C:16](=[CH:17][CH:18]=[C:19]([O:22][CH2:23][CH2:24][NH:25][S:26]([CH2:29][CH2:30][CH3:31])(=[O:28])=[O:27])[CH:20]=4)[CH2:15][CH2:14][NH:13]3)[CH2:11][CH2:10][CH2:9]2)[CH:5]=[CH:4][CH:3]=1, predict the reaction product. The product is: [ClH:1].[ClH:1].[N:7]1[CH:2]=[CH:3][CH:4]=[CH:5][C:6]=1[C:8]1([CH:12]2[C:21]3[C:16](=[CH:17][CH:18]=[C:19]([O:22][CH2:23][CH2:24][NH:25][S:26]([CH2:29][CH2:30][CH3:31])(=[O:28])=[O:27])[CH:20]=3)[CH2:15][CH2:14][NH:13]2)[CH2:11][CH2:10][CH2:9]1. (2) Given the reactants Br[C:2]1[C:7]2=[N:8][C:9]([C:12]([NH2:14])=[O:13])=[CH:10][N:11]=[C:6]2[CH:5]=[N:4][CH:3]=1.[F:15][C:16]1[CH:21]=[CH:20][CH:19]=[CH:18][C:17]=1B(O)O.C(=O)([O-])[O-].[Cs+].[Cs+].O1CCOCC1, predict the reaction product. The product is: [F:15][C:16]1[CH:21]=[CH:20][CH:19]=[CH:18][C:17]=1[C:2]1[C:7]2=[N:8][C:9]([C:12]([NH2:14])=[O:13])=[CH:10][N:11]=[C:6]2[CH:5]=[N:4][CH:3]=1. (3) Given the reactants [CH3:1][N:2]([CH2:46][CH2:47][N:48]1[CH2:53][CH2:52][NH:51][CH2:50][CH2:49]1)[C:3](=[O:45])[C:4]1[CH:44]=[CH:43][CH:42]=[C:6]([C:7]([NH:9][C:10]2[CH:15]=[CH:14][C:13]([N:16]3[CH2:21][CH2:20][CH2:19][CH2:18][CH2:17]3)=[CH:12][C:11]=2[C:22]2[CH:27]=[C:26]([C:28](=[O:41])[NH:29][CH2:30][C:31]3[CH:36]=[CH:35][CH:34]=[C:33]([C:37]([F:40])([F:39])[F:38])[CH:32]=3)[CH:25]=[CH:24][N:23]=2)=[O:8])[CH:5]=1.C(N(CC)CC)C.[C:61](Cl)(=[O:63])[CH3:62], predict the reaction product. The product is: [C:61]([N:51]1[CH2:52][CH2:53][N:48]([CH2:47][CH2:46][N:2]([CH3:1])[C:3](=[O:45])[C:4]2[CH:44]=[CH:43][CH:42]=[C:6]([C:7]([NH:9][C:10]3[CH:15]=[CH:14][C:13]([N:16]4[CH2:21][CH2:20][CH2:19][CH2:18][CH2:17]4)=[CH:12][C:11]=3[C:22]3[CH:27]=[C:26]([C:28](=[O:41])[NH:29][CH2:30][C:31]4[CH:36]=[CH:35][CH:34]=[C:33]([C:37]([F:39])([F:40])[F:38])[CH:32]=4)[CH:25]=[CH:24][N:23]=3)=[O:8])[CH:5]=2)[CH2:49][CH2:50]1)(=[O:63])[CH3:62]. (4) Given the reactants [Mg].II.Br[C:5]1[CH:10]=[C:9]([C:11]([CH3:14])([CH3:13])[CH3:12])[C:8]([O:15][CH3:16])=[C:7]([C:17]([CH3:20])([CH3:19])[CH3:18])[CH:6]=1.[P:21]([O-:26])(OC)OC.Cl, predict the reaction product. The product is: [C:17]([C:7]1[CH:6]=[C:5]([PH:21](=[O:26])[C:5]2[CH:10]=[C:9]([C:11]([CH3:13])([CH3:14])[CH3:12])[C:8]([O:15][CH3:16])=[C:7]([C:17]([CH3:20])([CH3:19])[CH3:18])[CH:6]=2)[CH:10]=[C:9]([C:11]([CH3:14])([CH3:13])[CH3:12])[C:8]=1[O:15][CH3:16])([CH3:20])([CH3:19])[CH3:18]. (5) Given the reactants [Cl:1][C:2]1[CH:3]=[C:4]([N:9]2[C:13]([C:14]([Cl:17])([Cl:16])[Cl:15])=[N:12][C:11]([C:18]([OH:20])=O)=[N:10]2)[CH:5]=[CH:6][C:7]=1[Cl:8].CN(C(F)=[N+](C)C)C.F[P-](F)(F)(F)(F)F.[NH2:36][C:37]1[CH:44]=[CH:43][C:40]([C:41]#[N:42])=[CH:39][C:38]=1[Cl:45], predict the reaction product. The product is: [Cl:45][C:38]1[CH:39]=[C:40]([C:41]#[N:42])[CH:43]=[CH:44][C:37]=1[NH:36][C:18]([C:11]1[N:12]=[C:13]([C:14]([Cl:17])([Cl:16])[Cl:15])[N:9]([C:4]2[CH:5]=[CH:6][C:7]([Cl:8])=[C:2]([Cl:1])[CH:3]=2)[N:10]=1)=[O:20]. (6) Given the reactants [NH2:1][CH:2]([C:7]1[CH:12]=[CH:11][C:10]([F:13])=[CH:9][C:8]=1[F:14])[CH2:3][C:4]([OH:6])=[O:5].[C:15]1(=O)[O:20][C:18](=[O:19])[C:17]2=[CH:21][CH:22]=[CH:23][CH:24]=[C:16]12.O, predict the reaction product. The product is: [F:14][C:8]1[CH:9]=[C:10]([F:13])[CH:11]=[CH:12][C:7]=1[CH:2]([N:1]1[C:18](=[O:19])[C:17]2[C:16](=[CH:24][CH:23]=[CH:22][CH:21]=2)[C:15]1=[O:20])[CH2:3][C:4]([OH:6])=[O:5].